Predict the reaction yield, written as a fraction of the theoretical maximum amount of product (1.0 means a 100% yield; for example, 0.34 means a 34% yield). From a dataset of Reaction yield outcomes from USPTO patents with 853,638 reactions. (1) The reactants are Br[CH:2]=[C:3]1[C:9]2[CH:10]=[CH:11][CH:12]=[CH:13][C:8]=2[CH2:7][O:6][C:5]2[CH:14]=[C:15]([Cl:18])[CH:16]=[CH:17][C:4]1=2.CC1(C)C(C)(C)OB([C:27]2[CH:36]=[CH:35][C:30]3[NH:31][C:32](=[O:34])[NH:33][C:29]=3[CH:28]=2)O1.C([O-])([O-])=O.[Na+].[Na+]. The catalyst is C1C=CC([P]([Pd]([P](C2C=CC=CC=2)(C2C=CC=CC=2)C2C=CC=CC=2)([P](C2C=CC=CC=2)(C2C=CC=CC=2)C2C=CC=CC=2)[P](C2C=CC=CC=2)(C2C=CC=CC=2)C2C=CC=CC=2)(C2C=CC=CC=2)C2C=CC=CC=2)=CC=1.O1CCOCC1. The product is [Cl:18][C:15]1[CH:16]=[CH:17][C:4]2[C:3](=[CH:2][C:27]3[CH:36]=[CH:35][C:30]4[NH:31][C:32](=[O:34])[NH:33][C:29]=4[CH:28]=3)[C:9]3[CH:10]=[CH:11][CH:12]=[CH:13][C:8]=3[CH2:7][O:6][C:5]=2[CH:14]=1. The yield is 0.690. (2) The reactants are C[O:2][C:3]([C:5]1[N:6]=[CH:7][C:8]([N:11]2[CH2:16][CH2:15][N:14]([C:17]3[N:18]=[N:19][C:20]([C:25]4[CH:30]=[CH:29][C:28]([F:31])=[CH:27][CH:26]=4)=[C:21]([CH3:24])[C:22]=3[CH3:23])[CH2:13][C@H:12]2[CH3:32])=[N:9][CH:10]=1)=[O:4].[OH-].[Na+]. The catalyst is CO. The product is [F:31][C:28]1[CH:29]=[CH:30][C:25]([C:20]2[N:19]=[N:18][C:17]([N:14]3[CH2:15][CH2:16][N:11]([C:8]4[CH:7]=[N:6][C:5]([C:3]([OH:4])=[O:2])=[CH:10][N:9]=4)[C@H:12]([CH3:32])[CH2:13]3)=[C:22]([CH3:23])[C:21]=2[CH3:24])=[CH:26][CH:27]=1. The yield is 0.960. (3) The reactants are [CH3:1][O:2][C:3]([C@@H:5]1[CH2:18][C@H:17]([OH:19])[C:16](=[O:20])[C@H:15]2[C@@:6]1([CH3:28])[CH2:7][CH2:8][C@H:9]1[C@:14]2([CH3:21])[CH2:13][C@@H:12]([C:22]2[CH:26]=[CH:25][O:24][CH:23]=2)[O:11][C:10]1=[O:27])=[O:4].CCN(CC)CC.Cl[Si:37]([CH3:40])([CH3:39])[CH3:38]. The catalyst is C(Cl)Cl. The product is [CH3:1][O:2][C:3]([C@@H:5]1[CH2:18][C@H:17]([O:19][Si:37]([CH3:40])([CH3:39])[CH3:38])[C:16](=[O:20])[C@H:15]2[C@@:6]1([CH3:28])[CH2:7][CH2:8][C@@H:9]1[C@:14]2([CH3:21])[CH2:13][C@@H:12]([C:22]2[CH:26]=[CH:25][O:24][CH:23]=2)[O:11][C:10]1=[O:27])=[O:4]. The yield is 0.680. (4) The reactants are [F-].C([N+](CCCC)(CCCC)CCCC)CCC.[OH:19][C@H:20]1[C@H:24]([C:25]#[C:26][Si](C)(C)C)[CH2:23][N:22]([C:31]([O:33][C:34]([CH3:37])([CH3:36])[CH3:35])=[O:32])[CH2:21]1. The catalyst is C1COCC1. The product is [C:25]([C@@H:24]1[CH2:23][N:22]([C:31]([O:33][C:34]([CH3:36])([CH3:35])[CH3:37])=[O:32])[CH2:21][C@H:20]1[OH:19])#[CH:26]. The yield is 0.990. (5) The yield is 0.660. The product is [CH3:1][O:2][C:3](=[O:16])[C:4]1[CH:9]=[C:8]([S:70][CH3:69])[N:7]=[C:6]([NH:11][C@H:12]([CH2:14][CH3:15])[CH3:13])[CH:5]=1. The catalyst is C([O-])(=O)C.[Pd+2].C([O-])(=O)C.C1(C)C=CC=CC=1. The reactants are [CH3:1][O:2][C:3](=[O:16])[C:4]1[CH:9]=[C:8](Cl)[N:7]=[C:6]([NH:11][C@H:12]([CH2:14][CH3:15])[CH3:13])[CH:5]=1.C1(P(C2C=CC=CC=2)C2C=CC3C(=CC=CC=3)C=2C2C3C(=CC=CC=3)C=CC=2P(C2C=CC=CC=2)C2C=CC=CC=2)C=CC=CC=1.C(=O)([O-])[O-].[Cs+].[Cs+].[CH3:69][S-:70].[Na+]. (6) The reactants are [F:1][C:2]1[CH:7]=[CH:6][C:5]([N:8]2[C:16]3[C:11](=[CH:12][C:13](OS(C(F)(F)F)(=O)=O)=[CH:14][CH:15]=3)[CH:10]=[CH:9]2)=[CH:4][CH:3]=1.[CH2:25]([OH:30])[CH2:26][CH2:27][C:28]#[CH:29].Cl. The catalyst is N1CCCCC1.[Pd].C1(P(C2C=CC=CC=2)C2C=CC=CC=2)C=CC=CC=1.C1(P(C2C=CC=CC=2)C2C=CC=CC=2)C=CC=CC=1.C1(P(C2C=CC=CC=2)C2C=CC=CC=2)C=CC=CC=1.C1(P(C2C=CC=CC=2)C2C=CC=CC=2)C=CC=CC=1.[Cu](I)I. The product is [F:1][C:2]1[CH:7]=[CH:6][C:5]([N:8]2[C:16]3[C:11](=[CH:12][C:13]([C:29]#[C:28][CH2:27][CH2:26][CH2:25][OH:30])=[CH:14][CH:15]=3)[CH:10]=[CH:9]2)=[CH:4][CH:3]=1. The yield is 0.760. (7) The reactants are [Cl:1][C:2]1[CH:7]=[CH:6][N:5]=[C:4]([NH2:8])[C:3]=1[I:9].[N+:10]([O-])([O-:12])=[O:11].[K+]. The catalyst is OS(O)(=O)=O. The product is [Cl:1][C:2]1[C:7]([N+:10]([O-:12])=[O:11])=[CH:6][N:5]=[C:4]([NH2:8])[C:3]=1[I:9]. The yield is 0.470.